From a dataset of Full USPTO retrosynthesis dataset with 1.9M reactions from patents (1976-2016). Predict the reactants needed to synthesize the given product. (1) Given the product [CH:6]12[S:1][CH:2]([CH2:8][CH2:9]1)[CH2:3][C:4](=[O:7])[CH2:5]2, predict the reactants needed to synthesize it. The reactants are: [S:1]1[CH2:6][CH2:5][C:4](=[O:7])[CH2:3][CH2:2]1.[C:8]1(C)C=CC(S(O)(=O)=O)=C[CH:9]=1. (2) Given the product [N:49]1[N:62]=[C:40]([C:41]2[CH:42]=[CH:43][C:44]([C:15]3[N:16]=[C:17]4[NH:7][C@H:8]([CH2:20][CH:21]5[CH2:22][CH2:23][CH2:24][CH2:25][CH2:26]5)[C:9](=[O:10])[NH:11][C:12]4=[N:13][CH:14]=3)=[CH:45][CH:46]=2)[NH:54][CH:47]=1, predict the reactants needed to synthesize it. The reactants are: C(OC(=O)[NH:7][C@H:8]([CH2:20][CH:21]1[CH2:26][CH2:25][CH2:24][CH2:23][CH2:22]1)[C:9]([NH:11][C:12]1[C:17](Br)=[N:16][C:15](Br)=[CH:14][N:13]=1)=[O:10])(C)(C)C.C(OC(N[C@H]([CH2:40][CH:41]1[CH2:46][CH2:45][CH2:44][CH2:43][CH2:42]1)C(O)=O)=O)(C)(C)C.[C:47]([N:54]1C=CN=C1)([N:49]1C=CN=C1)=O.BrC1C(N)=[N:62]C=C(Br)N=1.C(N(C(C)C)CC)(C)C. (3) Given the product [Cl:15][C:2]1[CH:3]=[C:4]2[C:8](=[CH:9][CH:10]=1)[NH:7][N:6]=[CH:5]2, predict the reactants needed to synthesize it. The reactants are: N[C:2]1[CH:3]=[C:4]2[C:8](=[CH:9][CH:10]=1)[NH:7][N:6]=[CH:5]2.N([O-])=O.[Na+].[ClH:15]. (4) The reactants are: Cl.[CH3:2][N:3]1[CH2:8][CH2:7][CH:6]([O:9][C:10]2[CH:11]=[C:12]3[C:16](=[CH:17][CH:18]=2)[CH2:15][NH:14][CH2:13]3)[CH2:5][CH2:4]1.[OH:19][C:20]1[CH:28]=[C:27]2[C:23]([C:24]([CH2:29][CH2:30][CH:31]([CH3:33])[CH3:32])=[N:25][NH:26]2)=[CH:22][C:21]=1[C:34](O)=[O:35]. Given the product [OH:19][C:20]1[CH:28]=[C:27]2[C:23]([C:24]([CH2:29][CH2:30][CH:31]([CH3:32])[CH3:33])=[N:25][NH:26]2)=[CH:22][C:21]=1[C:34]([N:14]1[CH2:13][C:12]2[C:16](=[CH:17][CH:18]=[C:10]([O:9][CH:6]3[CH2:5][CH2:4][N:3]([CH3:2])[CH2:8][CH2:7]3)[CH:11]=2)[CH2:15]1)=[O:35], predict the reactants needed to synthesize it. (5) Given the product [F:1][C:2]1[CH:7]=[CH:6][C:5]([C:8]([F:11])([F:10])[F:9])=[CH:4][C:3]=1[NH:12][C:13]1[N:17]([CH3:18])[C:16]2[CH:19]=[CH:20][C:21]([O:23][C:24]3([CH:36]4[CH2:37][N:33]([CH2:38][CH2:39][NH:40][CH:44]=[O:48])[CH2:34][CH2:35]4)[CH:29]=[CH:28][CH:27]=[CH:26][NH:25]3)=[CH:22][C:15]=2[N:14]=1, predict the reactants needed to synthesize it. The reactants are: [F:1][C:2]1[CH:7]=[CH:6][C:5]([C:8]([F:11])([F:10])[F:9])=[CH:4][C:3]=1[NH:12][C:13]1[N:17]([CH3:18])[C:16]2[CH:19]=[CH:20][C:21]([O:23][C:24]3(C(O)=O)[CH:29]=[CH:28][CH:27]=[CH:26][NH:25]3)=[CH:22][C:15]=2[N:14]=1.[N:33]1([CH2:38][CH2:39][NH2:40])[CH2:37][CH2:36][CH2:35][CH2:34]1.CN([C:44]([O:48]N1N=NC2C=CC=CC1=2)=[N+](C)C)C.F[P-](F)(F)(F)(F)F.C(N(CC)C(C)C)(C)C. (6) Given the product [OH:36][C@H:35]([C:26]1[CH:27]=[CH:28][C:29]2[C:30](=[O:34])[O:31][CH2:32][C:33]=2[C:25]=1[CH3:24])[CH2:37][N:3]1[CH2:4][C@@H:5]2[CH2:23][C@H:2]1[CH:7]([NH:8][CH2:9][C@H:10]([OH:11])[C:12]1[CH:20]=[CH:19][C:18]3[C:17](=[O:21])[O:16][CH2:15][C:14]=3[C:13]=1[CH3:22])[CH2:6]2, predict the reactants needed to synthesize it. The reactants are: Cl.[CH:2]12[CH2:23][CH:5]([CH2:6][C@@H:7]1[NH:8][CH2:9][C@@H:10]([C:12]1[C:13]([CH3:22])=[C:14]3[C:18](=[CH:19][CH:20]=1)[C:17](=[O:21])[O:16][CH2:15]3)[OH:11])[CH2:4][NH:3]2.[CH3:24][C:25]1[C:33]2[CH2:32][O:31][C:30](=[O:34])[C:29]=2[CH:28]=[CH:27][C:26]=1[C@@H:35]1[CH2:37][O:36]1. (7) Given the product [CH3:1][C:2]1[CH:7]=[C:6]([CH3:8])[CH:5]=[CH:4][C:3]=1[CH:9]([C:11]1[CH:16]=[CH:15][CH:14]=[CH:13][CH:12]=1)[NH:10][C:26](=[O:27])[CH2:25][C:22]1[CH:23]=[CH:24][C:19]([O:18][CH3:17])=[C:20]([CH3:29])[CH:21]=1, predict the reactants needed to synthesize it. The reactants are: [CH3:1][C:2]1[CH:7]=[C:6]([CH3:8])[CH:5]=[CH:4][C:3]=1[CH:9]([C:11]1[CH:16]=[CH:15][CH:14]=[CH:13][CH:12]=1)[NH2:10].[CH3:17][O:18][C:19]1[CH:24]=[CH:23][C:22]([CH2:25][C:26](O)=[O:27])=[CH:21][C:20]=1[CH3:29]. (8) Given the product [OH:44][CH2:45][C:46]([C@H:48]([C@@H:50]([C@@H:52]([CH2:54][OH:55])[OH:53])[OH:51])[OH:49])=[O:47], predict the reactants needed to synthesize it. The reactants are: C([O-])(=O)C.[Na+].C1N(CCS(O)(=O)=O)CCN(CCS(O)(=O)=O)C1.C1N(CCCS(O)(=O)=O)CCN(CCO)C1.C([O-])(=O)C.[O:44]=[CH:45][C@@H:46]([C@H:48]([C@@H:50]([C@@H:52]([CH2:54][OH:55])[OH:53])[OH:51])[OH:49])[OH:47]. (9) Given the product [N+:14]([C:17]1[CH:22]=[C:21]([N+:23]([O-:25])=[O:24])[CH:20]=[CH:19][C:18]=1[S:26]([NH2:8])(=[O:28])=[O:27])([O-:16])=[O:15], predict the reactants needed to synthesize it. The reactants are: C(O)(C(F)(F)F)=O.[N:8]1C=CC=CC=1.[N+:14]([C:17]1[CH:22]=[C:21]([N+:23]([O-:25])=[O:24])[CH:20]=[CH:19][C:18]=1[S:26](Cl)(=[O:28])=[O:27])([O-:16])=[O:15].S(Cl)(Cl)(=O)=O. (10) Given the product [N:19]1([CH2:24][CH2:25][NH:26][C:27]([C:29]2[C:33]([C:34]3[CH:35]=[CH:36][CH:37]=[CH:38][CH:39]=3)=[C:32]([CH:40]=[C:13]3[C:12]4[C:16](=[CH:17][C:9]([C:4]5[CH:5]=[CH:6][CH:7]=[CH:8][C:3]=5[O:2][CH3:1])=[CH:10][CH:11]=4)[NH:15][C:14]3=[O:18])[NH:31][C:30]=2[CH3:42])=[O:28])[CH2:20][CH2:21][CH2:22][CH2:23]1, predict the reactants needed to synthesize it. The reactants are: [CH3:1][O:2][C:3]1[CH:8]=[CH:7][CH:6]=[CH:5][C:4]=1[C:9]1[CH:17]=[C:16]2[C:12]([CH2:13][C:14](=[O:18])[NH:15]2)=[CH:11][CH:10]=1.[N:19]1([CH2:24][CH2:25][NH:26][C:27]([C:29]2[C:33]([C:34]3[CH:39]=[CH:38][CH:37]=[CH:36][CH:35]=3)=[C:32]([CH:40]=O)[NH:31][C:30]=2[CH3:42])=[O:28])[CH2:23][CH2:22][CH2:21][CH2:20]1.